This data is from NCI-60 drug combinations with 297,098 pairs across 59 cell lines. The task is: Regression. Given two drug SMILES strings and cell line genomic features, predict the synergy score measuring deviation from expected non-interaction effect. (1) Drug 1: COC1=CC(=CC(=C1O)OC)C2C3C(COC3=O)C(C4=CC5=C(C=C24)OCO5)OC6C(C(C7C(O6)COC(O7)C8=CC=CS8)O)O. Drug 2: C1CN(CCN1C(=O)CCBr)C(=O)CCBr. Cell line: COLO 205. Synergy scores: CSS=54.5, Synergy_ZIP=1.22, Synergy_Bliss=2.74, Synergy_Loewe=-4.76, Synergy_HSA=5.66. (2) Drug 1: CN(CC1=CN=C2C(=N1)C(=NC(=N2)N)N)C3=CC=C(C=C3)C(=O)NC(CCC(=O)O)C(=O)O. Drug 2: CC1=C(C(CCC1)(C)C)C=CC(=CC=CC(=CC(=O)O)C)C. Cell line: RPMI-8226. Synergy scores: CSS=50.3, Synergy_ZIP=-7.16, Synergy_Bliss=-5.08, Synergy_Loewe=-2.78, Synergy_HSA=-2.47.